Dataset: Peptide-MHC class II binding affinity with 134,281 pairs from IEDB. Task: Regression. Given a peptide amino acid sequence and an MHC pseudo amino acid sequence, predict their binding affinity value. This is MHC class II binding data. The peptide sequence is VLAPYMPDVLEKLEL. The MHC is DRB1_0901 with pseudo-sequence DRB1_0901. The binding affinity (normalized) is 0.622.